Dataset: Full USPTO retrosynthesis dataset with 1.9M reactions from patents (1976-2016). Task: Predict the reactants needed to synthesize the given product. Given the product [F:1][C:2]1[C:3]2[C:4]3[C@H:18]4[N:14]([CH2:15][CH2:16][CH2:17]4)[CH2:13][CH2:12][C:5]=3[N:6]([CH2:21][C@@:22]([C:25]3[CH:26]=[N:27][CH:28]=[CH:29][CH:30]=3)([OH:23])[CH3:24])[C:7]=2[CH:8]=[CH:9][C:10]=1[CH3:11], predict the reactants needed to synthesize it. The reactants are: [F:1][C:2]1[C:3]2[C:4]3[C@H:18]4[N:14]([CH2:15][CH2:16][CH2:17]4)[CH2:13][CH2:12][C:5]=3[NH:6][C:7]=2[CH:8]=[CH:9][C:10]=1[CH3:11].[H-].[Na+].[CH3:21][C:22]1([C:25]2[CH:26]=[N:27][CH:28]=[CH:29][CH:30]=2)[CH2:24][O:23]1.